Task: Regression. Given a peptide amino acid sequence and an MHC pseudo amino acid sequence, predict their binding affinity value. This is MHC class II binding data.. Dataset: Peptide-MHC class II binding affinity with 134,281 pairs from IEDB (1) The peptide sequence is EKKYFAATQFEPCAA. The MHC is HLA-DQA10501-DQB10301 with pseudo-sequence HLA-DQA10501-DQB10301. The binding affinity (normalized) is 0.230. (2) The MHC is DRB1_1301 with pseudo-sequence DRB1_1301. The peptide sequence is APCRIPVIVADDLTA. The binding affinity (normalized) is 0. (3) The peptide sequence is MKNRLKELLNTPYCN. The MHC is DRB1_0101 with pseudo-sequence DRB1_0101. The binding affinity (normalized) is 0.407.